Dataset: Full USPTO retrosynthesis dataset with 1.9M reactions from patents (1976-2016). Task: Predict the reactants needed to synthesize the given product. (1) Given the product [Cl:15][C:4]1[N:3]=[C:2]([NH:26][C@H:24]([C:21]2[N:22]=[CH:23][C:18]([F:17])=[CH:19][N:20]=2)[CH3:25])[N:7]=[C:6]([NH:8][C:9]2[CH:13]=[C:12]([CH3:14])[NH:11][N:10]=2)[CH:5]=1, predict the reactants needed to synthesize it. The reactants are: Cl[C:2]1[N:7]=[C:6]([NH:8][C:9]2[CH:13]=[C:12]([CH3:14])[NH:11][N:10]=2)[CH:5]=[C:4]([Cl:15])[N:3]=1.Cl.[F:17][C:18]1[CH:19]=[N:20][C:21]([C@@H:24]([NH2:26])[CH3:25])=[N:22][CH:23]=1. (2) Given the product [Cl:1][C:2]1[CH:7]=[CH:6][C:5]([S:8]([NH:13][C@H:14]2[CH2:20][CH2:19][CH2:18][CH2:17][CH2:16][C@H:15]2[C:21]([O:23][CH3:24])=[O:22])(=[O:10])=[O:9])=[CH:4][CH:3]=1, predict the reactants needed to synthesize it. The reactants are: [Cl:1][C:2]1[CH:7]=[CH:6][C:5]([S:8](Cl)(=[O:10])=[O:9])=[CH:4][CH:3]=1.Cl.[NH2:13][C@H:14]1[CH2:20][CH2:19][CH2:18][CH2:17][CH2:16][C@H:15]1[C:21]([O:23][CH3:24])=[O:22].C(N(CC)CC)C. (3) The reactants are: [CH2:1]([O:3][C:4]1[C:8]([CH2:9][C:10]([O:12][CH2:13][CH3:14])=[O:11])=[CH:7][NH:6][N:5]=1)[CH3:2].[H-].[Na+].CN(C)C=O.Cl[C:23]1[CH:28]=[CH:27][C:26]([C:29]([F:32])([F:31])[F:30])=[CH:25][N:24]=1. Given the product [CH2:1]([O:3][C:4]1[C:8]([CH2:9][C:10]([O:12][CH2:13][CH3:14])=[O:11])=[CH:7][N:6]([C:23]2[CH:28]=[CH:27][C:26]([C:29]([F:32])([F:31])[F:30])=[CH:25][N:24]=2)[N:5]=1)[CH3:2], predict the reactants needed to synthesize it. (4) Given the product [N+:1]([C:4]1[CH:18]=[CH:17][C:7]([O:8][C:9]2[N:14]=[CH:13][C:12]([CH2:15][O:16][S:27]([CH3:26])(=[O:29])=[O:28])=[CH:11][CH:10]=2)=[CH:6][CH:5]=1)([O-:3])=[O:2], predict the reactants needed to synthesize it. The reactants are: [N+:1]([C:4]1[CH:18]=[CH:17][C:7]([O:8][C:9]2[N:14]=[CH:13][C:12]([CH2:15][OH:16])=[CH:11][CH:10]=2)=[CH:6][CH:5]=1)([O-:3])=[O:2].C(N(CC)CC)C.[CH3:26][S:27](Cl)(=[O:29])=[O:28]. (5) The reactants are: [CH3:1][C:2]1[CH:7]=[C:6]([N+:8]([O-:10])=[O:9])[CH:5]=[CH:4][C:3]=1[C:11]([F:14])([F:13])[F:12].C1C(=O)N([Br:22])C(=O)C1. Given the product [Br:22][CH2:1][C:2]1[CH:7]=[C:6]([N+:8]([O-:10])=[O:9])[CH:5]=[CH:4][C:3]=1[C:11]([F:12])([F:13])[F:14], predict the reactants needed to synthesize it. (6) Given the product [CH:1]1([C:6]([NH:8][C:9]2[CH:10]=[C:11]3[C:15](=[CH:16][CH:17]=2)[N:14]([CH2:18][CH2:19][CH2:20][C:21]([NH:54][C:55]2[CH:56]=[C:57]([CH:62]=[CH:63][CH:64]=2)[C:58]([OH:60])=[O:59])=[O:22])[C:13]([CH2:24][O:25][C:26]2[CH:35]=[CH:34][C:33]4[C:28](=[CH:29][CH:30]=[CH:31][CH:32]=4)[CH:27]=2)=[C:12]3[C:36]([N:38]2[CH2:39][CH2:40][CH2:41][CH2:42]2)=[O:37])=[O:7])[CH2:2][CH2:3][CH2:4][CH2:5]1, predict the reactants needed to synthesize it. The reactants are: [CH:1]1([C:6]([NH:8][C:9]2[CH:10]=[C:11]3[C:15](=[CH:16][CH:17]=2)[N:14]([CH2:18][CH2:19][CH2:20][C:21](O)=[O:22])[C:13]([CH2:24][O:25][C:26]2[CH:35]=[CH:34][C:33]4[C:28](=[CH:29][CH:30]=[CH:31][CH:32]=4)[CH:27]=2)=[C:12]3[C:36]([N:38]2[CH2:42][CH2:41][CH2:40][CH2:39]2)=[O:37])=[O:7])[CH2:5][CH2:4][CH2:3][CH2:2]1.CCN=C=NCCCN(C)C.[NH2:54][C:55]1[CH:56]=[C:57]([CH:62]=[CH:63][CH:64]=1)[C:58]([O:60]C)=[O:59].C1COCC1. (7) Given the product [CH2:13]([O:12][C:11]1[C:6]([C:4](=[O:5])[C:3]2[C:2]([Cl:1])=[CH:29][CH:28]=[CH:27][C:26]=2[Cl:30])=[C:7]([CH3:25])[CH:8]=[C:9]([O:23][CH3:24])[C:10]=1[O:21][CH3:22])[CH2:14][CH2:15][CH3:16], predict the reactants needed to synthesize it. The reactants are: [Cl:1][C:2]1[CH:29]=[CH:28][CH:27]=[C:26]([Cl:30])[C:3]=1[C:4]([C:6]1[C:11]([O:12][CH2:13][C:14]2C=CC=[CH:16][C:15]=2F)=[C:10]([O:21][CH3:22])[C:9]([O:23][CH3:24])=[CH:8][C:7]=1[CH3:25])=[O:5].C(OC1C(C(=O)C2C(C)=CC=CC=2C)=C(C)C=C(OC)C=1OC)C1C=CC=CC=1.BrC1C(OC)=C(C(C)=CC=1)C(C1C(OC)=C(OC)C(OC)=CC=1C)=O. (8) Given the product [BrH:15].[OH:2][C:3]1[CH:8]=[CH:7][CH:6]=[CH:5][C:4]=1[CH:9]1[CH2:10][CH2:11][NH:12][CH2:13][CH2:14]1, predict the reactants needed to synthesize it. The reactants are: C[O:2][C:3]1[CH:8]=[CH:7][CH:6]=[CH:5][C:4]=1[CH:9]1[CH2:14][CH2:13][NH:12][CH2:11][CH2:10]1.[BrH:15]. (9) Given the product [F:1][C:2]1[C:7]([OH:8])=[CH:6][CH:5]=[C:4]([I:15])[N:3]=1, predict the reactants needed to synthesize it. The reactants are: [F:1][C:2]1[C:7]([OH:8])=[CH:6][CH:5]=[CH:4][N:3]=1.C(=O)([O-])[O-].[K+].[K+].[I:15]I.S([O-])([O-])(=O)=S.[Na+].[Na+].